Task: Binary Classification. Given a miRNA mature sequence and a target amino acid sequence, predict their likelihood of interaction.. Dataset: Experimentally validated miRNA-target interactions with 360,000+ pairs, plus equal number of negative samples (1) The protein sequence of the target gene is MAAVKEPLEFHAKRPWRPEEAVEDPDEEDEDNTSEAENGFSLEEVLRLGGTKQDYLMLATLDENEEVIDGGKKGAIDDLQQGELEAFIQNLNLAKYTKASLVEEDEPAEKENSSKKEVKIPKINNKNTAESQRTSVNKVKNKNRPEPHSDENGSTTPKVKKDKQNIFEFFERQTLLLRPGGKWYDLEYSNEYSLKPQPQDVVSKYKTLAQKLYQHEINLFKSKTNSQKGASSTWMKAIVSSGTLGDRMAAMILLIQDDAVHTLQFVETLVNLVKKKGSKQQCLMALDTFKELLITDLLPD.... Result: 0 (no interaction). The miRNA is hsa-miR-4484 with sequence AAAAGGCGGGAGAAGCCCCA. (2) The miRNA is hsa-miR-6090 with sequence GGGGAGCGAGGGGCGGGGC. The protein sequence of the target gene is MRGRRAPRPGSTEVPAAARDADTLRARAASPVRGAQLAEDVGTPTGGGEERRGHQLPTAAPRLRESKPQGGSEDRGTADRDLQRGCQSRSPRTAPPVPGMGDRGAQHERAALQSPGAPEGAAAAVNGLLHNGFHPSAASSRDPPAPRFQLPSELQPQPLFAQHDSPAKKCRLRRRMDSGRKNRPPFPWFGMDIGGTLVKLVYFEPKDITAEEEQEEVENLKSIRKYLTSNTAYGKTGIRDVHLELKNLTMCGRKGNLHFIRFPTCAMHLFIQMGSEKNFSSLHTTLCATGGGAFKFEEDF.... Result: 0 (no interaction). (3) The miRNA is hsa-miR-559 with sequence UAAAGUAAAUAUGCACCAAAA. The protein sequence of the target gene is MAAGPAPPPGRPRAQMPHLRKMERVVVSMQDPDQGVKMRSQRLLVTVIPHAVTGSDVVQWLAQKFCVSEEEALHLGAVLVQHGYIYPLRDPRSLMLRPDETPYRFQTPYFWTSTLRPAAELDYAIYLAKKNIRKRGTLVDYEKDCYDRLHKKINHAWDLVLMQAREQLRAAKQRSKGDRLVIACQEQTYWLVNRPPPGAPDVLEQGPGRGSCAASRVLMTKSADFHKREIEYFRKALGRTRVKSSVCLEAYLSFCGQRGPHDPLVSGCLPSNPWISDNDAYWVMNAPTVAAPTKLRVERW.... Result: 0 (no interaction). (4) The miRNA is hsa-miR-508-3p with sequence UGAUUGUAGCCUUUUGGAGUAGA. The protein sequence of the target gene is MERQVLLSEPEEAAALYRGLSRQPALSAACLGPEVTTQYGGQYRTVHTEWTQRDLERMENIRFCRQYLVFHDGDSVVFAGPAGNSVETRGELLSRESPSGTMKAVLRKAGGTGPGEEKQFLEVWEKNRKLKSFNLSALEKHGPVYEDDCFGCLSWSHSETHLLYVAEKKRPKAESFFQTKALDVSASDDEIARLKKPDQAIKGDQFVFYEDWGENMVSKSIPVLCVLDVESGNISVLEGVPENVSPGQAFWAPGDAGVVFVGWWHEPFRLGIRFCTNRRSALYYVDLIGGKCELLSDDSL.... Result: 0 (no interaction). (5) The protein sequence of the target gene is MPSSRIPALCLGAWLLLLLLPRFARAEGAVPIPVTCFTRGLDIRKEKADVLCPGGCSLEEFSVFGNIVYASVSSICGAAVHRGVIGTSGGPVRVYSLPGRENYSSVDANGIQSQMLSRWSASFAVTKGKSSTQEATGRAVSTAHPPSGKRLKKTPEKKTGNKDCKADIAFLIDGSFNIGQRRFNLQKNFVGKVALMLGIGTEGPHVGLVQASEHPKIEFYLKNFTSAKDVLFAIKEVGFRGGNSNTGKALKHTAQKFFTADTGVRKGIPKVVVVFIDGWPSDDIEEAGIVAREFGVNVFI.... Result: 0 (no interaction). The miRNA is mmu-miR-762 with sequence GGGGCUGGGGCCGGGACAGAGC. (6) The miRNA is hsa-miR-6887-5p with sequence UGGGGGGACAGAUGGAGAGGACA. The protein sequence of the target gene is MNTSPGTVGSDPVILATAGYDHTVRFWQAHSGICTRTVQHQDSQVNALEVTPDRSMIAAAGYQHIRMYDLNSNNPNPIISYDGVNKNIASVGFHEDGRWMYTGGEDCTARIWDLRSRNLQCQRIFQVNAPINCVCLHPNQAELIVGDQSGAIHIWDLKTDHNEQLIPEPEVSITSAHIDPDASYMAAVNSTGNCYVWNLTGGIGDEVTQLIPKTKIPAHTRYALQCRFSPDSTLLATCSADQTCKIWRTSNFSLMTELSIKSGNPGESSRGWMWGCAFSGDSQYIVTASSDNLARLWCVE.... Result: 0 (no interaction). (7) The miRNA is hsa-miR-4797-5p with sequence GACAGAGUGCCACUUACUGAA. The protein sequence of the target gene is MADDIDIEAMLEAPYKKDENKLNSANGHEERSKKRKKSKSRSRSHERKRSKSKERKRSRDRERKKSKSRERKRSRSKERRRSRSRSRDRRFRGRYRSPYSGPKFNSAIRGKIGLPHSIKLSRRRSRSKSPFRKDKSPVREPIDNLTPEERDARTVFCMQLAARIRPRDLEEFFSTVGKVRDVRMISDRNSRRSKGIAYVEFVDVSSVPLAIGLTGQRVLGVPIIVQASQAEKNRAAAMANNLQKGSAGPMRLYVGSLHFNITEDMLRGIFEPFGRIESIQLMMDSETGRSKGYGFITFSD.... Result: 0 (no interaction).